From a dataset of Catalyst prediction with 721,799 reactions and 888 catalyst types from USPTO. Predict which catalyst facilitates the given reaction. Reactant: [CH2:1]([N:9]1[C:13]([C:14]2[CH:19]=[CH:18][CH:17]=[CH:16][CH:15]=2)=[C:12]([C:20]([OH:22])=O)[N:11]=[CH:10]1)[CH2:2][C:3]1[CH:8]=[CH:7][CH:6]=[CH:5][CH:4]=1.ON1C2C=CC=CC=2N=N1.O.[Cl:34][C:35]1[CH:43]=[CH:42][CH:41]=[CH:40][C:36]=1[CH2:37][NH:38][CH3:39].C(N(CC)CC)C.CCN=C=NCCCN(C)C.Cl. Product: [Cl:34][C:35]1[CH:43]=[CH:42][CH:41]=[CH:40][C:36]=1[CH2:37][N:38]([CH3:39])[C:20]([C:12]1[N:11]=[CH:10][N:9]([CH2:1][CH2:2][C:3]2[CH:4]=[CH:5][CH:6]=[CH:7][CH:8]=2)[C:13]=1[C:14]1[CH:19]=[CH:18][CH:17]=[CH:16][CH:15]=1)=[O:22]. The catalyst class is: 2.